Dataset: Experimentally validated miRNA-target interactions with 360,000+ pairs, plus equal number of negative samples. Task: Binary Classification. Given a miRNA mature sequence and a target amino acid sequence, predict their likelihood of interaction. (1) The miRNA is mmu-miR-669o-5p with sequence UAGUUGUGUGUGCAUGUUUAUGU. The protein sequence of the target gene is MWRVCARRAQNVAPWAGLEARWTALQEVPGTPRVTSRSGPAPARRNSVTTGYGGVRALCGWTPSSGATPRNRLLLQLLGSPGRRYYSLPPHQKVPLPSLSPTMQAGTIARWEKKEGDKINEGDLIAEVETDKATVGFESLEECYMAKILVAEGTRDVPIGAIICITVGKPEDIEAFKNYTLDSSAAPTPQAAPAPTPAATASPPTPSAQAPGSSYPPHMQVLLPALSPTMTMGTVQRWEKKVGEKLSEGDLLAEIETDKATIGFEVQEEGYLAKILVPEGTRDVPLGTPLCIIVEKEADI.... Result: 0 (no interaction). (2) The miRNA is mmu-miR-1895 with sequence CCCCCGAGGAGGACGAGGAGGA. The protein sequence of the target gene is MSNPSAPPPYEDRNPLYPGPPPPGGYGQPSVLPGGYPAYPGYPQPGYGHPAGYPQPMPPTHPMPMNYGPGHGYDGEERAVSDSFGPGEWDDRKVRHTFIRKVYSIISVQLLITVAIIAIFTFVEPVSAFVRRNVAVYYVSYAVFVVTYLILACCQGPRRRFPWNIILLTLFTFAMGFMTGTISSMYQTKAVIIAMIITAVVSISVTIFCFQTKVDFTSCTGLFCVLGIVLLVTGIVTSIVLYFQYVYWLHMLYAALGAICFTLFLAYDTQLVLGNRKHTISPEDYITGALQIYTDIIYIF.... Result: 0 (no interaction). (3) The miRNA is hsa-miR-517a-3p with sequence AUCGUGCAUCCCUUUAGAGUGU. The protein sequence of the target gene is MATTAELFEEPFVADEYIERLVWRTPGGGSRGGPEAFDPKRLLEEFVNHIQELQIMDERIQRKVEKLEQQCQKEAKEFAKKVQELQKSNQVAFQHFQELDEHISYVATKVCHLGDQLEGVNTPRQRAVEAQKLMKYFNEFLDGELKSDVFTNSEKIKEAADIIQKLHLIAQELPFDRFSEVKSKIASKYHDLECQLIQEFTSAQRRGEISRMREVAAVLLHFKGYSHCVDVYIKQCQEGAYLRNDIFEDAGILCQRVNKQVGDIFSNPETVLAKLIQNVFEIKLQSFVKEQLEECRKSDA.... Result: 0 (no interaction). (4) The miRNA is hsa-miR-4644 with sequence UGGAGAGAGAAAAGAGACAGAAG. The protein sequence of the target gene is MDAAGESEEPVSGEALSIAHALSHPPESYGNDPDIEMAWAIRAMQHAEVYYKLISSVDPQFLKLTKVDDQIYSEFREIFETLRVDVLDPEELKSESAKEKWRPFCLKFEGIVEDYNYGTLLRLDCSQGYTEENTIFAPRIQFFAIEIARNREGYNKAVSVSIQDKEGEEGAGNKEEAAEKGADSGGEKEEGANREGEK. Result: 0 (no interaction). (5) Result: 0 (no interaction). The miRNA is mmu-miR-7222-3p with sequence UCCAGGACAGUGGGCAGGAGCAG. The protein sequence of the target gene is MAPSRNGMVLKPHFHKDWQRRVATWFNQPARKIRRRKARQAKARRIAPRPASGPIRPIVRCPTVRYHTKVRAGRGFSLEELRVAGIHKKVARTIGISVDPRRRNKSTESLQANVQRLKEYRSKLILFPRKPSAPKKGDSSAEELKLATQLTGPVMPVRNVYKKEKARVITEEEKNFKAFASLRMARANARLFGIRAKRAKEAAEQDVEKKK. (6) The miRNA is mmu-miR-463-5p with sequence UACCUAAUUUGUUGUCCAUCAU. Result: 0 (no interaction). The protein sequence of the target gene is MGIKFLEVIKPFCAVLPEIQKPERKIQFREKVLWTAITLFIFLVCCQIPLFGIMSSDSADPFYWMRVILASNRGTLMELGISPIVTSGLIMQLLAGAKIIEVGDTPKDRALFNGAQKLFGMIITIGQAIVYVMTGMYGDPAEMGAGICLLIIIQLFVAGLIVLLLDELLQKGYGLGSGISLFIATNICETIVWKAFSPTTINTGRGTEFEGAVIALFHLLATRTDKVRALREAFYRQNLPNLMNLIATVFVFAVVIYFQGFRVDLPIKSARYRGQYSSYPIKLFYTSNIPIILQSALVSN.... (7) The miRNA is hsa-miR-499a-5p with sequence UUAAGACUUGCAGUGAUGUUU. The protein sequence of the target gene is MLGAMFRADTLMPANLNPQGDGHYFIDRDGKAFRHILNFLRLGRLDLPRGYGETALLKAEADFYQIRPLLDALRELEASRGTPASTAALLHADVDVSPRQVHFSARRGPHHYELSSVQVDTFRANLFCTDPECLAAMRNRFGVAIGDRAEGGPHFRLEWASRPQELPEVEYQRLGLQPLWTGGPEDRREVANTPTFLEEVLRVALEHGFRLDSVFPDPEDLLNSRSLRFVRH. Result: 0 (no interaction). (8) The miRNA is dre-miR-142a-3p with sequence UGUAGUGUUUCCUACUUUAUGGA. The protein sequence of the target gene is MVLWESPRQCSSWTLCEGFCWLLLLPVTLLIIARPVKLAAFPTSLSDCQTPTGWNCSGYDDRENDLFLCDTNTCKFDGECLRIGDTVTCVCQFKCNSDYVPVCGSNGESYQNECYLRQAACKQQSEILVVSEGSCATDTGSGSGDGVHEGSGETSQKETSTCDICQFGAECDEDAEDVWCVCNIDCSQTNFNPLCASDGKSYDNACQIKEASCQKQEKIEVMSLGRCQDNTTTTTKSEDGHYARTDYAENANKLEESAREHHIPCPEHYNGFCMHGKCEHSINMQEPSCRCDAGYTGQHC.... Result: 0 (no interaction). (9) Result: 0 (no interaction). The miRNA is hsa-miR-6833-5p with sequence GUGUGGAAGAUGGGAGGAGAAA. The protein sequence of the target gene is MSMSPKHTTPFSVSDILSPLEESYKKVGMEGGGLGAPLAAYRQGQAAPPAAAMQQHAVGHHGAVTAAYHMTAAGVPQLSHSAVGGYCNGNLGNMSELPPYQDTMRNSASGPGWYGANPDPRFPAISRFMGPASGMNMSGMGGLGSLGDVSKNMAPLPSAPRRKRRVLFSQAQVYELERRFKQQKYLSAPEREHLASMIHLTPTQVKIWFQNHRYKMKRQAKDKAAQQQLQQDSGGGGGGGGGAGCPQQQQAQQQSPRRVAVPVLVKDGKPCQAGAPAPGAASLQSHAQQQAQQQAQAAQA....